Dataset: Forward reaction prediction with 1.9M reactions from USPTO patents (1976-2016). Task: Predict the product of the given reaction. (1) Given the reactants C[O:2][C:3](=[O:29])[C@@H:4]([N:12]1[CH2:16][C:15]([O:17][C:18]2[CH:23]=[CH:22][CH:21]=[C:20]([O:24][CH3:25])[C:19]=2[O:26][CH3:27])=[CH:14][C:13]1=[O:28])[CH2:5][CH:6]1[CH2:11][CH2:10][CH2:9][CH2:8][CH2:7]1.[OH-].[Li+], predict the reaction product. The product is: [CH:6]1([CH2:5][C@H:4]([N:12]2[CH2:16][C:15]([O:17][C:18]3[CH:23]=[CH:22][CH:21]=[C:20]([O:24][CH3:25])[C:19]=3[O:26][CH3:27])=[CH:14][C:13]2=[O:28])[C:3]([OH:29])=[O:2])[CH2:11][CH2:10][CH2:9][CH2:8][CH2:7]1. (2) Given the reactants C([O:5][C:6]([C:8]1[CH:13]=[C:12](OC2C=CC(NC)=C(N)C=2)[CH:11]=[CH:10][N:9]=1)=[O:7])(C)(C)C.NC(N)=S.IC.C(OC(C1C=C([O:43][C:44]2[CH:64]=[CH:63][C:47]3[N:48]([CH3:62])[C:49]([NH:51][C:52]4[CH:57]=[CH:56][CH:55]=[C:54]([C:58]([CH3:61])([CH3:60])[CH3:59])[CH:53]=4)=[N:50][C:46]=3[CH:45]=2)C=CN=1)=O)(C)(C)C.FC(F)(F)C(O)=O, predict the reaction product. The product is: [C:58]([C:54]1[CH:53]=[C:52]([NH:51][C:49]2[N:48]([CH3:62])[C:47]3[CH:63]=[CH:64][C:44]([O:43][C:8]4([C:6]([OH:7])=[O:5])[CH:13]=[CH:12][CH:11]=[CH:10][NH:9]4)=[CH:45][C:46]=3[N:50]=2)[CH:57]=[CH:56][CH:55]=1)([CH3:60])([CH3:59])[CH3:61]. (3) Given the reactants [CH3:1][C:2]([N+:22]([O-])=O)([CH3:21])[CH2:3][C:4]1[C:12]2[C:7](=[C:8]([O:13][CH2:14][C:15]3[CH:20]=[CH:19][CH:18]=[CH:17][CH:16]=3)[CH:9]=[CH:10][CH:11]=2)[NH:6][CH:5]=1.C(O)C, predict the reaction product. The product is: [CH3:21][C:2]([NH2:22])([CH3:1])[CH2:3][C:4]1[C:12]2[C:7](=[C:8]([O:13][CH2:14][C:15]3[CH:20]=[CH:19][CH:18]=[CH:17][CH:16]=3)[CH:9]=[CH:10][CH:11]=2)[NH:6][CH:5]=1. (4) Given the reactants [O:1]1[CH2:6][CH2:5][CH:4]([C:7]([O:9]C)=O)[CH2:3][CH2:2]1.O.[NH3:12], predict the reaction product. The product is: [O:1]1[CH2:6][CH2:5][CH:4]([C:7]([NH2:12])=[O:9])[CH2:3][CH2:2]1.